This data is from Full USPTO retrosynthesis dataset with 1.9M reactions from patents (1976-2016). The task is: Predict the reactants needed to synthesize the given product. (1) Given the product [C:23]([C:20]1[CH:19]=[CH:18][C:17]([O:16][C:12]2[C:11]([CH2:25][CH3:26])=[N:10][N:9]([CH2:4][C:5]([N:7]([CH:32]=[O:33])[NH2:8])=[O:6])[C:13]=2[CH2:14][CH3:15])=[CH:22][CH:21]=1)#[N:24], predict the reactants needed to synthesize it. The reactants are: C([CH:4]([N:9]1[C:13]([CH2:14][CH3:15])=[C:12]([O:16][C:17]2[CH:22]=[CH:21][C:20]([C:23]#[N:24])=[CH:19][CH:18]=2)[C:11]([CH2:25][CH3:26])=[N:10]1)[C:5]([NH:7][NH2:8])=[O:6])(=O)C.C(C1C=C[C:32]([O:33]C2C(CC)=NN(CC(O)=O)C=2CC)=CC=1)#N.C(NN)=O. (2) Given the product [ClH:30].[O:29]=[C:18]1[C:17]2[C:22](=[CH:23][CH:24]=[C:15]([N:11]3[CH2:10][CH2:9][NH:8][CH2:6][CH2:12]3)[CH:16]=2)[N:21]=[CH:20][N:19]1[CH2:25][C:26]([OH:28])=[O:27], predict the reactants needed to synthesize it. The reactants are: C(O[C:6]([N:8]1CC[CH2:12][N:11]([C:15]2[CH:16]=[C:17]3[C:22](=[CH:23][CH:24]=2)[N:21]=[CH:20][N:19]([CH2:25][C:26]([OH:28])=[O:27])[C:18]3=[O:29])[CH2:10][CH2:9]1)=O)(C)(C)C.[ClH:30].O1CCOCC1.